Dataset: Peptide-MHC class I binding affinity with 185,985 pairs from IEDB/IMGT. Task: Regression. Given a peptide amino acid sequence and an MHC pseudo amino acid sequence, predict their binding affinity value. This is MHC class I binding data. The peptide sequence is FFQEVPHVI. The MHC is HLA-A29:02 with pseudo-sequence HLA-A29:02. The binding affinity (normalized) is 0.424.